From a dataset of Reaction yield outcomes from USPTO patents with 853,638 reactions. Predict the reaction yield, written as a fraction of the theoretical maximum amount of product (1.0 means a 100% yield; for example, 0.34 means a 34% yield). (1) The reactants are [CH3:1][C@@H:2]1[CH2:6][CH2:5][CH2:4][NH:3]1.Br[CH2:8][CH2:9][CH2:10][Cl:11]. The catalyst is CC(C)=O.[OH-].[Na+]. The product is [Cl:11][CH2:10][CH2:9][CH2:8][N:3]1[CH2:4][CH2:5][CH2:6][C@H:2]1[CH3:1]. The yield is 0.520. (2) The catalyst is C1COCC1. The reactants are [H-].[Na+].[F:3][C:4]1[CH:5]=[C:6]([C:10]2[C:14]([CH2:15][OH:16])=[C:13]([CH3:17])[O:12][N:11]=2)[CH:7]=[CH:8][CH:9]=1.Cl[C:19]1[CH:28]=[CH:27][C:22]([C:23]([O:25][CH3:26])=[O:24])=[CH:21][N:20]=1.[Cl-].[Na+]. The product is [CH3:26][O:25][C:23](=[O:24])[C:22]1[CH:27]=[CH:28][C:19]([O:16][CH2:15][C:14]2[C:10]([C:6]3[CH:7]=[CH:8][CH:9]=[C:4]([F:3])[CH:5]=3)=[N:11][O:12][C:13]=2[CH3:17])=[N:20][CH:21]=1. The yield is 0.680. (3) The reactants are [I:1][C:2]1[C:3]([NH2:17])=[N:4][C:5](=[O:16])[N:6]([CH:15]=1)[C@@H:7]1[O:14][C@H:11]([CH2:12][OH:13])[C@@H:9]([OH:10])[CH2:8]1.N1C=CN=C1.[Si:23](Cl)([C:26]([CH3:29])([CH3:28])[CH3:27])([CH3:25])[CH3:24]. The catalyst is CN(C=O)C. The product is [Si:23]([O:13][CH2:12][C@H:11]1[O:14][C@@H:7]([N:6]2[CH:15]=[C:2]([I:1])[C:3]([NH2:17])=[N:4][C:5]2=[O:16])[CH2:8][C@@H:9]1[OH:10])([C:26]([CH3:29])([CH3:28])[CH3:27])([CH3:25])[CH3:24]. The yield is 0.720. (4) No catalyst specified. The reactants are [CH2:1]([C:3]1[CH:4]=[C:5]([C:10](=[O:13])[CH2:11][CH3:12])[CH:6]=[CH:7][C:8]=1[OH:9])[CH3:2].[F:14][C:15]([F:28])([F:27])[S:16](O[S:16]([C:15]([F:28])([F:27])[F:14])(=[O:18])=[O:17])(=[O:18])=[O:17]. The yield is 0.990. The product is [F:14][C:15]([F:28])([F:27])[S:16]([O:9][C:8]1[CH:7]=[CH:6][C:5]([C:10](=[O:13])[CH2:11][CH3:12])=[CH:4][C:3]=1[CH2:1][CH3:2])(=[O:18])=[O:17]. (5) The product is [CH:21]1([CH2:24][NH:25][C:14]([C:7]2[C:6]3[C:10](=[CH:11][C:3]([O:2][CH3:1])=[CH:4][CH:5]=3)[N:9]([CH3:12])[C:8]=2[CH3:13])=[O:16])[CH2:23][CH2:22]1. The reactants are [CH3:1][O:2][C:3]1[CH:11]=[C:10]2[C:6]([C:7]([C:14]([OH:16])=O)=[C:8]([CH3:13])[N:9]2[CH3:12])=[CH:5][CH:4]=1.O=S(Cl)Cl.[CH:21]1([CH2:24][NH2:25])[CH2:23][CH2:22]1. The yield is 0.380. No catalyst specified. (6) The reactants are [N:1]1[C:10]2[C:5](=[CH:6][CH:7]=[CH:8][C:9]=2[O:11][CH:12]([CH3:18])[C:13]([O:15]CC)=[O:14])[CH:4]=[CH:3][CH:2]=1.[OH-].[Na+]. The catalyst is CCO.O. The product is [N:1]1[C:10]2[C:5](=[CH:6][CH:7]=[CH:8][C:9]=2[O:11][CH:12]([CH3:18])[C:13]([OH:15])=[O:14])[CH:4]=[CH:3][CH:2]=1. The yield is 0.805. (7) The reactants are [Cl:1][C:2]1[N:7]=[C:6]([C:8]2[CH:9]=[N:10][N:11]([C:13]3([CH2:24][C:25]#[N:26])[CH2:16][N:15](C(OC(C)(C)C)=O)[CH2:14]3)[CH:12]=2)[N:5]2[CH:27]=[CH:28][N:29]=[C:4]2[CH:3]=1.Cl. The catalyst is O1CCOCC1. The product is [ClH:1].[Cl:1][C:2]1[N:7]=[C:6]([C:8]2[CH:9]=[N:10][N:11]([C:13]3([CH2:24][C:25]#[N:26])[CH2:16][NH:15][CH2:14]3)[CH:12]=2)[N:5]2[CH:27]=[CH:28][N:29]=[C:4]2[CH:3]=1. The yield is 1.06.